From a dataset of Full USPTO retrosynthesis dataset with 1.9M reactions from patents (1976-2016). Predict the reactants needed to synthesize the given product. Given the product [CH3:1][C:2]1[C:6]([CH2:7][O:8][C:20]2[CH:25]=[CH:24][C:23]([CH2:26][CH2:27][C:28]([OH:30])=[O:29])=[CH:22][CH:21]=2)=[CH:5][N:4]([C:9]2[CH:14]=[CH:13][C:12]([C:15]([F:18])([F:16])[F:17])=[CH:11][N:10]=2)[N:3]=1, predict the reactants needed to synthesize it. The reactants are: [CH3:1][C:2]1[C:6]([CH2:7][OH:8])=[CH:5][N:4]([C:9]2[CH:14]=[CH:13][C:12]([C:15]([F:18])([F:17])[F:16])=[CH:11][N:10]=2)[N:3]=1.O[C:20]1[CH:25]=[CH:24][C:23]([CH2:26][CH2:27][C:28]([O:30]C)=[O:29])=[CH:22][CH:21]=1.C1(P(C2C=CC=CC=2)C2C=CC=CC=2)C=CC=CC=1.N(C(OCC)=O)=NC(OCC)=O.